From a dataset of Reaction yield outcomes from USPTO patents with 853,638 reactions. Predict the reaction yield, written as a fraction of the theoretical maximum amount of product (1.0 means a 100% yield; for example, 0.34 means a 34% yield). (1) The reactants are [F:1][C:2]1[CH:7]=[C:6]([F:8])[CH:5]=[CH:4][C:3]=1[NH:9][C:10](=[O:48])[NH:11][C:12]1[CH:46]=[CH:45][C:15]([O:16][C:17]2[CH:22]=[CH:21][N:20]=[C:19]3[CH:23]=[C:24]([C:26]4[N:27]([CH3:44])[C:28]([CH2:31][N:32]([CH2:40][CH2:41][O:42][CH3:43])C(=O)OC(C)(C)C)=[CH:29][N:30]=4)[S:25][C:18]=23)=[C:14]([F:47])[CH:13]=1.Cl.O1CCOCC1.CCOC(C)=O. The catalyst is C(Cl)Cl.O.C([O-])(O)=O.[Na+]. The product is [F:1][C:2]1[CH:7]=[C:6]([F:8])[CH:5]=[CH:4][C:3]=1[NH:9][C:10]([NH:11][C:12]1[CH:46]=[CH:45][C:15]([O:16][C:17]2[CH:22]=[CH:21][N:20]=[C:19]3[CH:23]=[C:24]([C:26]4[N:27]([CH3:44])[C:28]([CH2:31][NH:32][CH2:40][CH2:41][O:42][CH3:43])=[CH:29][N:30]=4)[S:25][C:18]=23)=[C:14]([F:47])[CH:13]=1)=[O:48]. The yield is 0.610. (2) The reactants are [CH3:1][CH:2]1[CH2:10][C:9]2[C:4](=[CH:5][CH:6]=[CH:7][CH:8]=2)[N:3]1[NH:11][C:12]([C:14]1[CH:15]=[N:16][C:17]([C:20]2[CH:25]=[CH:24][CH:23]=[C:22]([F:26])[CH:21]=2)=[N:18][CH:19]=1)=[O:13]. The yield is 0.970. The catalyst is C(Cl)Cl.O=[Mn]=O. The product is [CH3:1][C:2]1[N:3]([NH:11][C:12]([C:14]2[CH:15]=[N:16][C:17]([C:20]3[CH:25]=[CH:24][CH:23]=[C:22]([F:26])[CH:21]=3)=[N:18][CH:19]=2)=[O:13])[C:4]2[C:9]([CH:10]=1)=[CH:8][CH:7]=[CH:6][CH:5]=2. (3) The reactants are [C:1]([O:5][C:6]([N:8]1[CH2:13][CH2:12][CH:11]([O:14][C:15]2[CH:20]=[CH:19][C:18]([C:21](=[O:23])[CH3:22])=[CH:17][CH:16]=2)[CH2:10][CH2:9]1)=[O:7])([CH3:4])([CH3:3])[CH3:2].[CH3:24][O:25][N:26]=[C:27]1[C:35]2[C:30](=[CH:31][C:32]([CH:36]=O)=[CH:33][CH:34]=2)[CH2:29][CH2:28]1. No catalyst specified. The product is [C:1]([O:5][C:6]([N:8]1[CH2:9][CH2:10][CH:11]([O:14][C:15]2[CH:20]=[CH:19][C:18]([C:21](=[O:23])/[CH:22]=[CH:36]/[C:32]3[CH:31]=[C:30]4[C:35](=[CH:34][CH:33]=3)[C:27](=[N:26][O:25][CH3:24])[CH2:28][CH2:29]4)=[CH:17][CH:16]=2)[CH2:12][CH2:13]1)=[O:7])([CH3:4])([CH3:2])[CH3:3]. The yield is 0.750. (4) The reactants are NC1C=CC(C2C=NN(CCCO)C=2)=C2C=1C(=O)N(C)C2.[CH3:22][C:23]1([CH3:48])[O:27][C@@H:26]([CH2:28][N:29]2[CH:33]=[C:32]([C:34]3[CH:42]=[CH:41][C:40]([N+:43]([O-])=O)=[C:39]4[C:35]=3[CH2:36][N:37]([CH3:47])[C:38]4=[O:46])[CH:31]=[N:30]2)[CH2:25][O:24]1. No catalyst specified. The product is [NH2:43][C:40]1[CH:41]=[CH:42][C:34]([C:32]2[CH:31]=[N:30][N:29]([CH2:28][C@H:26]3[CH2:25][O:24][C:23]([CH3:48])([CH3:22])[O:27]3)[CH:33]=2)=[C:35]2[C:39]=1[C:38](=[O:46])[N:37]([CH3:47])[CH2:36]2. The yield is 0.900. (5) The reactants are [CH2:1]([N:8]([CH2:19][C:20]1[CH:25]=[CH:24][CH:23]=[CH:22][CH:21]=1)[CH:9]([CH2:14][O:15][CH:16]([F:18])[F:17])[C:10]([O:12]C)=[O:11])[C:2]1[CH:7]=[CH:6][CH:5]=[CH:4][CH:3]=1.[Li+].[OH-].Cl. The yield is 0.635. The catalyst is C1COCC1.C(OCC)(=O)C. The product is [CH2:19]([N:8]([CH2:1][C:2]1[CH:7]=[CH:6][CH:5]=[CH:4][CH:3]=1)[CH:9]([CH2:14][O:15][CH:16]([F:18])[F:17])[C:10]([OH:12])=[O:11])[C:20]1[CH:21]=[CH:22][CH:23]=[CH:24][CH:25]=1. (6) The reactants are [C:1]([O:5][C:6]([NH:8][CH2:9][CH2:10][C@H:11]1[CH2:16][CH2:15][C@H:14]([CH2:17][O:18][C:19](=[O:21])[CH3:20])[CH2:13][CH2:12]1)=[O:7])([CH3:4])([CH3:3])[CH3:2].[CH3:22]I.[H-].[Na+]. The catalyst is CN(C)C=O. The product is [C:1]([O:5][C:6]([N:8]([CH3:22])[CH2:9][CH2:10][C@H:11]1[CH2:16][CH2:15][C@H:14]([CH2:17][O:18][C:19](=[O:21])[CH3:20])[CH2:13][CH2:12]1)=[O:7])([CH3:4])([CH3:2])[CH3:3]. The yield is 0.680. (7) The reactants are C(/[N:14]=[CH:15]/[C:16]1[CH:25]=[C:24]2[C:19]([CH:20]=[CH:21][C:22]([C:26]3[CH:31]=[CH:30][CH:29]=[CH:28][CH:27]=3)=[N:23]2)=[CH:18][CH:17]=1)(C1C=CC=CC=1)C1C=CC=CC=1.Cl[C:33]1[C:38]([Cl:39])=[N:37][CH:36]=[CH:35][N:34]=1. The catalyst is C1COCC1. The product is [Cl:39][C:38]1[C:33]([CH:15]([C:16]2[CH:25]=[C:24]3[C:19]([CH:20]=[CH:21][C:22]([C:26]4[CH:27]=[CH:28][CH:29]=[CH:30][CH:31]=4)=[N:23]3)=[CH:18][CH:17]=2)[NH2:14])=[N:34][CH:35]=[CH:36][N:37]=1. The yield is 0.810.